From a dataset of Full USPTO retrosynthesis dataset with 1.9M reactions from patents (1976-2016). Predict the reactants needed to synthesize the given product. (1) Given the product [NH:1]1[C:14]2[CH:13]=[N:12][C:11]3[C:6](=[CH:7][CH:8]=[CH:9][CH:10]=3)[C:5]=2[O:4][CH2:3][CH2:2]1, predict the reactants needed to synthesize it. The reactants are: [NH:1]1[C:14]2[CH:13]=[N:12][C:11]3[C:6](=[CH:7][CH:8]=[CH:9][CH:10]=3)[C:5]=2[O:4][CH2:3][C:2]1=O.[H-].[Al+3].[Li+].[H-].[H-].[H-].O.[OH-].[Na+]. (2) Given the product [CH3:28][C:27]1[CH:26]=[C:25]([CH3:29])[NH:24][C:23](=[O:30])[C:22]=1[CH2:21][NH:20][C:11](=[O:13])[C:10]1[CH:14]=[CH:15][CH:16]=[C:8]([C:7]2[N:3]([CH2:1][CH3:2])[N:4]=[CH:5][C:6]=2[CH3:18])[C:9]=1[CH3:17], predict the reactants needed to synthesize it. The reactants are: [CH2:1]([N:3]1[C:7]([C:8]2[C:9]([CH3:17])=[C:10]([CH:14]=[CH:15][CH:16]=2)[C:11]([OH:13])=O)=[C:6]([CH3:18])[CH:5]=[N:4]1)[CH3:2].Cl.[NH2:20][CH2:21][C:22]1[C:23](=[O:30])[NH:24][C:25]([CH3:29])=[CH:26][C:27]=1[CH3:28].C(N(CC)C(C)C)(C)C.F[P-](F)(F)(F)(F)F.N1(OC(N(C)C)=[N+](C)C)C2N=CC=CC=2N=N1.